This data is from NCI-60 drug combinations with 297,098 pairs across 59 cell lines. The task is: Regression. Given two drug SMILES strings and cell line genomic features, predict the synergy score measuring deviation from expected non-interaction effect. (1) Drug 2: CC1=C(C(=CC=C1)Cl)NC(=O)C2=CN=C(S2)NC3=CC(=NC(=N3)C)N4CCN(CC4)CCO. Synergy scores: CSS=6.51, Synergy_ZIP=-1.96, Synergy_Bliss=3.10, Synergy_Loewe=-1.18, Synergy_HSA=-2.05. Drug 1: C1=CC=C(C=C1)NC(=O)CCCCCCC(=O)NO. Cell line: SK-MEL-28. (2) Drug 1: CC1OCC2C(O1)C(C(C(O2)OC3C4COC(=O)C4C(C5=CC6=C(C=C35)OCO6)C7=CC(=C(C(=C7)OC)O)OC)O)O. Synergy scores: CSS=17.0, Synergy_ZIP=-4.47, Synergy_Bliss=-2.80, Synergy_Loewe=-14.9, Synergy_HSA=-1.13. Cell line: SF-539. Drug 2: C1=CC(=CC=C1C#N)C(C2=CC=C(C=C2)C#N)N3C=NC=N3. (3) Drug 1: CC1=C(C(=CC=C1)Cl)NC(=O)C2=CN=C(S2)NC3=CC(=NC(=N3)C)N4CCN(CC4)CCO. Drug 2: C1CCC(C(C1)N)N.C(=O)(C(=O)[O-])[O-].[Pt+4]. Cell line: OVCAR-4. Synergy scores: CSS=8.17, Synergy_ZIP=-5.13, Synergy_Bliss=-4.38, Synergy_Loewe=-0.393, Synergy_HSA=-0.354. (4) Drug 1: C1=NC2=C(N=C(N=C2N1C3C(C(C(O3)CO)O)F)Cl)N. Drug 2: CC1=C2C(C(=O)C3(C(CC4C(C3C(C(C2(C)C)(CC1OC(=O)C(C(C5=CC=CC=C5)NC(=O)C6=CC=CC=C6)O)O)OC(=O)C7=CC=CC=C7)(CO4)OC(=O)C)O)C)OC(=O)C. Cell line: HS 578T. Synergy scores: CSS=10.5, Synergy_ZIP=-10.0, Synergy_Bliss=-12.6, Synergy_Loewe=-10.7, Synergy_HSA=-10.5. (5) Drug 1: CN1C2=C(C=C(C=C2)N(CCCl)CCCl)N=C1CCCC(=O)O.Cl. Drug 2: CCN(CC)CCCC(C)NC1=C2C=C(C=CC2=NC3=C1C=CC(=C3)Cl)OC. Cell line: HCT116. Synergy scores: CSS=32.2, Synergy_ZIP=-3.97, Synergy_Bliss=-3.78, Synergy_Loewe=-14.0, Synergy_HSA=-2.65. (6) Drug 1: C1CN1C2=NC(=NC(=N2)N3CC3)N4CC4. Drug 2: CCC1(C2=C(COC1=O)C(=O)N3CC4=CC5=C(C=CC(=C5CN(C)C)O)N=C4C3=C2)O.Cl. Cell line: SNB-19. Synergy scores: CSS=54.7, Synergy_ZIP=0.728, Synergy_Bliss=1.56, Synergy_Loewe=1.88, Synergy_HSA=5.99. (7) Drug 1: COC1=CC(=CC(=C1O)OC)C2C3C(COC3=O)C(C4=CC5=C(C=C24)OCO5)OC6C(C(C7C(O6)COC(O7)C8=CC=CS8)O)O. Drug 2: C1=NC2=C(N1)C(=S)N=CN2. Cell line: SF-295. Synergy scores: CSS=48.7, Synergy_ZIP=-7.42, Synergy_Bliss=-8.17, Synergy_Loewe=-20.5, Synergy_HSA=-4.59. (8) Drug 1: C1CN(CCN1C(=O)CCBr)C(=O)CCBr. Drug 2: B(C(CC(C)C)NC(=O)C(CC1=CC=CC=C1)NC(=O)C2=NC=CN=C2)(O)O. Cell line: SK-MEL-28. Synergy scores: CSS=33.9, Synergy_ZIP=1.51, Synergy_Bliss=3.30, Synergy_Loewe=-6.59, Synergy_HSA=-6.17.